This data is from Full USPTO retrosynthesis dataset with 1.9M reactions from patents (1976-2016). The task is: Predict the reactants needed to synthesize the given product. (1) Given the product [CH:10]1[C:9]2[NH:8][C:7]3[C:2](=[CH:3][CH:4]=[CH:5][CH:6]=3)[C:17]=2[CH:16]=[CH:12][CH:11]=1, predict the reactants needed to synthesize it. The reactants are: N1[CH:6]=[CH:5][CH:4]=[CH:3][C:2]=1[C:7]1[CH:12]=[CH:11][CH:10]=[CH:9][N:8]=1.C(Br)Br.[CH:16]12CC(CC1)C=[CH:17]2.C=CC1C=CC=CC=1. (2) Given the product [CH:1]([N:14]1[CH2:17][C:16]([NH:19][C:20]2[CH:21]=[C:22]3[C:31](=[CH:32][C:33]=2[CH3:37])[O:30][CH2:29][C:28]2[N:23]3[CH:24]([CH3:36])[C:25](=[O:35])[NH:26][N:27]=2)([CH3:18])[CH2:15]1)([C:8]1[CH:13]=[CH:12][CH:11]=[CH:10][CH:9]=1)[C:2]1[CH:7]=[CH:6][CH:5]=[CH:4][CH:3]=1, predict the reactants needed to synthesize it. The reactants are: [CH:1]([N:14]1[CH2:17][C:16]([NH:19][C:20]2[CH:21]=[C:22]3[C:31](=[CH:32][C:33]=2Br)[O:30][CH2:29][C:28]2[N:23]3[CH:24]([CH3:36])[C:25](=[O:35])[NH:26][N:27]=2)([CH3:18])[CH2:15]1)([C:8]1[CH:13]=[CH:12][CH:11]=[CH:10][CH:9]=1)[C:2]1[CH:7]=[CH:6][CH:5]=[CH:4][CH:3]=1.[C:37]([O-])([O-])=O.[K+].[K+].CB1OB(C)OB(C)O1. (3) The reactants are: Cl[C:2]1[C:7]([CH2:8][CH:9]=O)=[C:6]([Cl:11])[N:5]=[CH:4][N:3]=1.[CH3:12][C:13]([CH3:32])([Si:15]([CH3:31])([CH3:30])[O:16][CH2:17][C:18]([CH3:29])([NH2:28])[CH2:19][O:20][Si:21](C)(C)[C:22]([CH3:25])([CH3:24])[CH3:23])[CH3:14]. Given the product [Si:15]([O:16][CH2:17][C:18]([N:28]1[C:2]2[N:3]=[CH:4][N:5]=[C:6]([Cl:11])[C:7]=2[CH:8]=[CH:9]1)([CH2:19][O:20][SiH2:21][C:22]([CH3:25])([CH3:24])[CH3:23])[CH3:29])([C:13]([CH3:32])([CH3:12])[CH3:14])([CH3:31])[CH3:30], predict the reactants needed to synthesize it. (4) The reactants are: [OH:1][C:2]1[CH:3]=[CH:4][CH:5]=[C:6]2[C:11]=1[N:10]=[C:9]([CH:12]=[O:13])[CH:8]=[CH:7]2.N1C=CN=C1.[C:19]([Si:23](Cl)([CH3:25])[CH3:24])([CH3:22])([CH3:21])[CH3:20]. Given the product [Si:23]([O:1][C:2]1[CH:3]=[CH:4][CH:5]=[C:6]2[C:11]=1[N:10]=[C:9]([CH:12]=[O:13])[CH:8]=[CH:7]2)([C:19]([CH3:22])([CH3:21])[CH3:20])([CH3:25])[CH3:24], predict the reactants needed to synthesize it. (5) Given the product [CH2:10]([N:14]1[C:22]2[N:21]=[C:20]([Cl:23])[NH:19][C:18]=2[C:17](=[O:24])[N:16]([CH2:25][CH2:26][CH2:27][CH2:28][C:29]2[N:30]=[C:7]([C:5]3[N:4]=[N:3][N:2]([CH3:1])[CH:6]=3)[O:9][N:32]=2)[C:15]1=[O:34])[CH2:11][CH2:12][CH3:13], predict the reactants needed to synthesize it. The reactants are: [CH3:1][N:2]1[CH:6]=[C:5]([C:7]([OH:9])=O)[N:4]=[N:3]1.[CH2:10]([N:14]1[C:22]2[N:21]=[C:20]([Cl:23])[NH:19][C:18]=2[C:17](=[O:24])[N:16]([CH2:25][CH2:26][CH2:27][CH2:28]/[C:29](=[N:32]/[H])/[NH:30]O)[C:15]1=[O:34])[CH2:11][CH2:12][CH3:13]. (6) Given the product [CH:10]1[C:11]2[CH:12]([CH2:14][O:15][C:16]([NH:18][CH2:19][CH2:20][C:21]([O:23][N:25]3[C:29](=[O:30])[CH2:28][CH2:27][C:26]3=[O:31])=[O:22])=[O:17])[C:13]3[C:5](=[CH:4][CH:3]=[CH:2][CH:1]=3)[C:6]=2[CH:7]=[CH:8][CH:9]=1, predict the reactants needed to synthesize it. The reactants are: [CH:1]1[C:13]2[CH:12]([CH2:14][O:15][C:16]([NH:18][CH2:19][CH2:20][C:21]([OH:23])=[O:22])=[O:17])[C:11]3[C:6](=[CH:7][CH:8]=[CH:9][CH:10]=3)[C:5]=2[CH:4]=[CH:3][CH:2]=1.O[N:25]1[C:29](=[O:30])[CH2:28][CH2:27][C:26]1=[O:31].C1(N=C=NC2CCCCC2)CCCCC1. (7) The reactants are: [CH:1]1([N:6]2[CH2:12][C:11]([F:14])([F:13])[C:10](=[O:15])[NH:9][C:8]3[CH:16]=[N:17][C:18]([NH:20][C:21]4[CH:29]=[CH:28][C:24]([C:25](O)=[O:26])=[CH:23][CH:22]=4)=[N:19][C:7]2=3)[CH2:5][CH2:4][CH2:3][CH2:2]1.F[P-](F)(F)(F)(F)F.C[N:38](C(N(C)C)=[N+]1C2C(=NC=CC=2)[N+]([O-])=N1)C.C(N(C(C)C)CC)(C)C.[Cl-].[NH4+]. Given the product [CH:1]1([N:6]2[CH2:12][C:11]([F:14])([F:13])[C:10](=[O:15])[NH:9][C:8]3[CH:16]=[N:17][C:18]([NH:20][C:21]4[CH:22]=[CH:23][C:24]([C:25]([NH2:38])=[O:26])=[CH:28][CH:29]=4)=[N:19][C:7]2=3)[CH2:5][CH2:4][CH2:3][CH2:2]1, predict the reactants needed to synthesize it. (8) Given the product [CH3:38][O:37][CH2:36][CH2:35][O:34][CH2:33][CH2:32][O:31][CH2:30][CH2:29][O:28][CH2:27][CH2:26][O:25][CH2:24][CH2:23][O:22][C:19]1[CH:18]=[CH:17][C:16]([C@H:8]([NH:7][CH3:6])[CH2:9][N:10]2[CH2:11][CH2:12][CH2:13][CH2:14]2)=[CH:21][CH:20]=1, predict the reactants needed to synthesize it. The reactants are: C(O[C:6](=O)[NH:7][C@@H:8]([C:16]1[CH:21]=[CH:20][C:19]([O:22][CH2:23][CH2:24][O:25][CH2:26][CH2:27][O:28][CH2:29][CH2:30][O:31][CH2:32][CH2:33][O:34][CH2:35][CH2:36][O:37][CH3:38])=[CH:18][CH:17]=1)[C:9](=O)[N:10]1[CH2:14][CH2:13][CH2:12][CH2:11]1)(C)(C)C.[H-].[Al+3].[Li+].[H-].[H-].[H-].C(=O)([O-])[O-].[Na+].[Na+]. (9) Given the product [CH2:1]([O:8][CH2:9][CH2:10][CH2:11][C:12]([NH:17][NH:16][C:15]([O:19][C:20]([CH3:23])([CH3:22])[CH3:21])=[O:18])=[O:14])[C:2]1[CH:3]=[CH:4][CH:5]=[CH:6][CH:7]=1, predict the reactants needed to synthesize it. The reactants are: [CH2:1]([O:8][CH2:9][CH2:10][CH2:11][C:12]([OH:14])=O)[C:2]1[CH:7]=[CH:6][CH:5]=[CH:4][CH:3]=1.[C:15]([O:19][C:20]([CH3:23])([CH3:22])[CH3:21])(=[O:18])[NH:16][NH2:17].C(Cl)CCl.